This data is from Forward reaction prediction with 1.9M reactions from USPTO patents (1976-2016). The task is: Predict the product of the given reaction. Given the reactants [H-].[Na+].O[C:4]12[CH2:13][CH:8]3[CH2:9][CH:10]([CH2:12][CH:6]([CH2:7]3)[C:5]1=[O:14])[CH2:11]2.IC.C1C[O:20][CH2:19]C1, predict the reaction product. The product is: [CH3:19][O:20][C:10]12[CH2:12][CH:6]3[CH2:7][CH:8]([CH2:13][CH:4]([C:5]3=[O:14])[CH2:11]1)[CH2:9]2.